Dataset: Experimentally validated miRNA-target interactions with 360,000+ pairs, plus equal number of negative samples. Task: Binary Classification. Given a miRNA mature sequence and a target amino acid sequence, predict their likelihood of interaction. (1) Result: 0 (no interaction). The protein sequence of the target gene is MNWAFLQGLLSGVNKYSTVLSRIWLSVVFIFRVLVYVVAAEEVWDDEQKDFVCNTKQPGCPNVCYDEFFPVSHVRLWALQLILVTCPSLLVVMHVAYREERERKHHLKHGPNAPSLYDNLSKKRGGLWWTYLLSLIFKAAVDAGFLYIFHRLYKDYDMPRVVACSVEPCPHTVDCYISRPTEKKVFTYFMVTTAAICILLNLSEVFYLVGKRCMEIFGPRHRRPRCRECLPDTCPPYVLSQGGHPEDGNSVLMKAGSAPVDAGGYP. The miRNA is mmu-miR-380-5p with sequence AUGGUUGACCAUAGAACAUGCG. (2) The miRNA is hsa-miR-3910 with sequence AAAGGCAUAAAACCAAGACA. The protein sequence of the target gene is MSKYLRTSHPSPLICRPILTFSSLHILTAFLISGNSSYINWSVTIILLILGLYACHRFLNMKKLTRDAQEPLLPHIRPSTRNKIRKYIYGTIFILSIFLLYRSLNSPDTSKHGIGRNGDFIEYEPKAGPTIKEPVENIVKLDVYMEAQCPDTSRFFRQQLKKAWDILGRLNRIELNVIPFGKARCTEKGNDFECQCQHGPTECQINQLMNCVIDRFGFPHRYLPGVLCMQGKYSLDEAMKCVTENYPSEYERMRECASGTRGRRLLALSGQKTASLTPAIDFIPWIVINGSRNSDALYDL.... Result: 0 (no interaction). (3) The miRNA is hsa-miR-615-3p with sequence UCCGAGCCUGGGUCUCCCUCUU. The protein sequence of the target gene is MALPPFFGQGRPGPPPPQPPPPAPFGCPPPPLPSPAFPPPLPQRPGPFPGASAPFLQPPLALQPRASAEASRGGGGAGAFYPVPPPPLPPPPPQCRPFPGTDAGERPRPPPPGPGPPWSPRWPEAPPPPADVLGDAALQRLRDRQWLEAVFGTPRRAGCPVPQRTHAGPSLGEVRARLLRALRLVRRLRGLSQALREAEADGAAWVLLYSQTAPLRAELAERLQPLTQAAYVGEARRRLERVRRRRLRLRERAREREAEREAEAARAVEREQEIDRWRVKCVQEVEEKKREQELKAAADG.... Result: 1 (interaction). (4) The miRNA is hsa-miR-5586-5p with sequence UAUCCAGCUUGUUACUAUAUGC. The protein sequence of the target gene is MNRKKLQKLTDTLTKNCKHFNKFEVNCLIKLFYDLVGGVERQGLVVGLDRNAFRNILHVTFGMTDDMIMDRVFRGFDKDNDGCVNVLEWIHGLSLFLRGSLEEKMKYCFEVFDLNGDGFISKEEMFHMLKNSLLKQPSEEDPDEGIKDLVEITLKKMDHDHDGKLSFADYELAVREETLLLEAFGPCLPDPKSQMEFEAQVFKDPNEFNDM. Result: 0 (no interaction). (5) The miRNA is mmu-miR-590-5p with sequence GAGCUUAUUCAUAAAAGUGCAG. The protein sequence of the target gene is MRAQRGLILLLLLLAVFCSTAVSLTCYHCFQPVVSSCNMNSTCSPDQDSCLYAVAGMQVYQRCWKQSDCHGEIIMDQLEETKLKFRCCQFNLCNKSDGSLGKTPLLGTSVLVAILNLCFLSHL. Result: 0 (no interaction). (6) The miRNA is hsa-miR-671-5p with sequence AGGAAGCCCUGGAGGGGCUGGAG. The protein sequence of the target gene is MRLSSLLALLRPALPLILGLSLGCSLSLLRVSWIQGEGEDPCVEAVGERGGPQNPDSRARLDQSDEDFKPRIVPYYRDPNKPYKKVLRTRYIQTELGSRERLLVAVLTSRATLSTLAVAVNRTVAHHFPRLLYFTGQRGARAPAGMQVVSHGDERPAWLMSETLRHLHTHFGADYDWFFIMQDDTYVQAPRLAALAGHLSINQDLYLGRAEEFIGAGEQARYCHGGFGYLLSRSLLLRLRPHLDGCRGDILSARPDEWLGRCLIDSLGVGCVSQHQGQQYRSFELAKNRDPEKEGSSAFL.... Result: 1 (interaction). (7) The miRNA is hsa-miR-1245a with sequence AAGUGAUCUAAAGGCCUACAU. The protein sequence of the target gene is MGTPPGLQTDCEALLSRFQETDSVRFEDFTELWRNMKFGTIFCGRMRNLEKNMFTKEALALAWRYFLPPYTFQIRVGALYLLYGLYNTQLCQPKQKIRVALKDWDEVLKFQQDLVNAQHFDAAYIFRKLRLDRAFHFTAMPKLLSYRMKKKIHRAEVTEEFKDPSDRVMKLITSDVLEEMLNVHDHYQNMKHVISVDKSKPDKALSLIKDDFFDNIKNIVLEHQQWHKDRKNPSLKSKTNDGEEKMEGNSQETERCERAESLAKIKSKAFSVVIQASKSRRHRQVKLDSSDSDSASGQGQ.... Result: 0 (no interaction). (8) The miRNA is hsa-miR-629-3p with sequence GUUCUCCCAACGUAAGCCCAGC. The protein sequence of the target gene is MYRSCVVRARKRTCVEPWVIGIISFLSLIVLAVCIGLTVHYVRYNHRRTYNYYSTLSFTSDKLYSEFGREASKNFTEMSQRIETMVKHAFHKSPLRGQLVKAHIIKFSKEDDGVLAHMLLIFRIRSTEDPETVHKIIEYVLHEKLKYATGPPNVDPESVKIKKINKTESDNYFNHCCGTRRNKSTVQTSVRIVGGTPVEEEEWPWQSSLRWDGSHRCGATLINNTWLVTAAHCFRTHKDPSRWSATFGATLQPRKLTTGIRRIIVHEKYKYPSHDYDIALAELSKPVPCTNAVHKVCLPD.... Result: 0 (no interaction). (9) Result: 0 (no interaction). The miRNA is hsa-miR-6798-5p with sequence CCAGGGGGAUGGGCGAGCUUGGG. The protein sequence of the target gene is MMGLSLASAVLLASLLSLHLGTATRGSDISKTCCFQYSHKPLPWTWVRSYEFTSNSCSQRAVIFTTKRGKKVCTHPRKKWVQKYISLLKTPKQL. (10) The miRNA is hsa-miR-4742-3p with sequence UCUGUAUUCUCCUUUGCCUGCAG. The protein sequence of the target gene is MEARAQSGNGSQPLLQTPRDGGRQRGEPDPRDALTQQVHVLSLDQIRAIRNTNEYTEGPTVVPRPGLKPAPRPSTQHKHERLHGLPEHRQPPRLQHSQVHSSARAPLSRSISTVSSGSRSSTRTSTSSSSSEQRLLGSSFSSGPVADGIIRVQPKSELKPGELKPLSKEDLGLHAYRCEDCGKCKCKECTYPRPLPSDWICDKQCLCSAQNVIDYGTCVCCVKGLFYHCSNDDEDNCADNPCSCSQSHCCTRWSAMGVMSLFLPCLWCYLPAKGCLKLCQGCYDRVNRPGCRCKNSNTVC.... Result: 0 (no interaction).